This data is from Full USPTO retrosynthesis dataset with 1.9M reactions from patents (1976-2016). The task is: Predict the reactants needed to synthesize the given product. Given the product [C:37]([C:36]1[CH:35]=[C:34]2[C:13](=[CH:5][CH:4]=1)[N:12]([CH2:16][C:17]1[CH:22]=[CH:21][CH:20]=[C:19]([F:23])[CH:18]=1)[C:11]1[CH2:10][CH2:9][C@@H:8]([NH:24][C:25](=[O:29])[CH:26]([CH3:28])[CH3:27])[CH2:7][C:6]2=1)(=[O:33])[CH3:30], predict the reactants needed to synthesize it. The reactants are: C(C1[CH:4]=[C:5]2[C:13](=CC=1)[N:12]([CH2:16][C:17]1[CH:22]=[CH:21][CH:20]=[C:19]([F:23])[CH:18]=1)[C:11]1[CH2:10][CH2:9][C@@H:8]([NH:24][C:25](=[O:29])[CH:26]([CH3:28])[CH3:27])[CH2:7][C:6]2=1)#N.[CH3:30][Mg]Br.[O:33]1[CH2:37][CH2:36][CH2:35][CH2:34]1.